Task: Predict the product of the given reaction.. Dataset: Forward reaction prediction with 1.9M reactions from USPTO patents (1976-2016) (1) Given the reactants [CH3:1][O:2][C:3]1[CH:28]=[C:27]([O:29][CH3:30])[CH:26]=[CH:25][C:4]=1[CH2:5][NH:6][C:7]1[N:16]2[CH:17]=[N:18][N:19]=[C:15]2[C:14]2[C:9](=[C:10]3[O:22][C:21]([F:24])([F:23])[O:20][C:11]3=[CH:12][CH:13]=2)[N:8]=1.C/C(/O[Si](C)(C)C)=N\[Si](C)(C)C, predict the reaction product. The product is: [CH3:1][O:2][C:3]1[CH:28]=[C:27]([O:29][CH3:30])[CH:26]=[CH:25][C:4]=1[CH2:5][NH:6][C:7]1[N:19]2[N:18]=[CH:17][N:16]=[C:15]2[C:14]2[C:9](=[C:10]3[O:22][C:21]([F:24])([F:23])[O:20][C:11]3=[CH:12][CH:13]=2)[N:8]=1. (2) Given the reactants Br[C:2]1[CH:7]=[CH:6][C:5]([NH:8][C:9]([CH:11]2[CH2:13][CH2:12]2)=[O:10])=[C:4]([C:14]#[N:15])[CH:3]=1.[NH2:16][C:17]1C=CC(Br)=C[C:18]=1[C:19]#[N:20].C1([C:29]([Cl:31])=O)CC1, predict the reaction product. The product is: [Cl:31][C:29]1[N:16]=[C:17]([C:2]2[CH:7]=[CH:6][C:5]([NH:8][C:9]([CH:11]3[CH2:13][CH2:12]3)=[O:10])=[C:4]([C:14]#[N:15])[CH:3]=2)[CH:18]=[CH:19][N:20]=1.